This data is from Full USPTO retrosynthesis dataset with 1.9M reactions from patents (1976-2016). The task is: Predict the reactants needed to synthesize the given product. Given the product [C:15]1([C:2]2[C:3]3[CH:14]=[CH:13][CH:12]=[CH:11][C:4]=3[S:5][C:6]=2[C:7]([O:9][CH3:10])=[O:8])[CH:20]=[CH:19][CH:18]=[CH:17][CH:16]=1, predict the reactants needed to synthesize it. The reactants are: Cl[C:2]1[C:3]2[CH:14]=[CH:13][CH:12]=[CH:11][C:4]=2[S:5][C:6]=1[C:7]([O:9][CH3:10])=[O:8].[C:15]1(B(O)O)[CH:20]=[CH:19][CH:18]=[CH:17][CH:16]=1.[K].C1(P(C2C=CC=CC=2)C2C=CC=CC=2)C=CC=CC=1.